Dataset: Full USPTO retrosynthesis dataset with 1.9M reactions from patents (1976-2016). Task: Predict the reactants needed to synthesize the given product. Given the product [NH2:16][CH:17]1[CH2:21][CH2:20][N:19]([C:2]2[CH:10]=[C:9]3[C:5]([CH:6]=[CH:7][N:8]3[CH2:11][CH2:12][N:13]([CH3:15])[CH3:14])=[CH:4][CH:3]=2)[CH2:18]1, predict the reactants needed to synthesize it. The reactants are: Br[C:2]1[CH:10]=[C:9]2[C:5]([CH:6]=[CH:7][N:8]2[CH2:11][CH2:12][N:13]([CH3:15])[CH3:14])=[CH:4][CH:3]=1.[NH2:16][CH:17]1[CH2:21][CH2:20][NH:19][CH2:18]1.CC(C)([O-])C.[Na+].P(C(C)(C)C)(C(C)(C)C)C(C)(C)C.